This data is from HIV replication inhibition screening data with 41,000+ compounds from the AIDS Antiviral Screen. The task is: Binary Classification. Given a drug SMILES string, predict its activity (active/inactive) in a high-throughput screening assay against a specified biological target. (1) The result is 0 (inactive). The molecule is CC(C)C1=CC2=CCC3C(C)(CN)CCCC3(C)C2CC1CCN. (2) The drug is C(=Cc1ccnc2ccccc12)c1cccs1. The result is 0 (inactive).